This data is from NCI-60 drug combinations with 297,098 pairs across 59 cell lines. The task is: Regression. Given two drug SMILES strings and cell line genomic features, predict the synergy score measuring deviation from expected non-interaction effect. (1) Drug 1: CS(=O)(=O)C1=CC(=C(C=C1)C(=O)NC2=CC(=C(C=C2)Cl)C3=CC=CC=N3)Cl. Drug 2: C1=CN(C(=O)N=C1N)C2C(C(C(O2)CO)O)O.Cl. Cell line: HOP-62. Synergy scores: CSS=48.3, Synergy_ZIP=0.890, Synergy_Bliss=-4.18, Synergy_Loewe=-40.0, Synergy_HSA=-3.91. (2) Drug 1: C1=CC(=CC=C1C#N)C(C2=CC=C(C=C2)C#N)N3C=NC=N3. Drug 2: CC(C)CN1C=NC2=C1C3=CC=CC=C3N=C2N. Cell line: HL-60(TB). Synergy scores: CSS=10.4, Synergy_ZIP=3.20, Synergy_Bliss=0.888, Synergy_Loewe=2.36, Synergy_HSA=-0.635. (3) Drug 1: C1=CC(=CC=C1CCC2=CNC3=C2C(=O)NC(=N3)N)C(=O)NC(CCC(=O)O)C(=O)O. Drug 2: COC1=NC(=NC2=C1N=CN2C3C(C(C(O3)CO)O)O)N. Cell line: RPMI-8226. Synergy scores: CSS=39.0, Synergy_ZIP=3.97, Synergy_Bliss=1.44, Synergy_Loewe=-31.9, Synergy_HSA=-0.919. (4) Drug 1: CC=C1C(=O)NC(C(=O)OC2CC(=O)NC(C(=O)NC(CSSCCC=C2)C(=O)N1)C(C)C)C(C)C. Drug 2: C1CN(CCN1C(=O)CCBr)C(=O)CCBr. Cell line: HCC-2998. Synergy scores: CSS=56.4, Synergy_ZIP=-3.79, Synergy_Bliss=-5.20, Synergy_Loewe=-6.38, Synergy_HSA=-5.35. (5) Synergy scores: CSS=5.27, Synergy_ZIP=-0.799, Synergy_Bliss=-0.298, Synergy_Loewe=-8.16, Synergy_HSA=-4.05. Drug 1: CC1=C(N=C(N=C1N)C(CC(=O)N)NCC(C(=O)N)N)C(=O)NC(C(C2=CN=CN2)OC3C(C(C(C(O3)CO)O)O)OC4C(C(C(C(O4)CO)O)OC(=O)N)O)C(=O)NC(C)C(C(C)C(=O)NC(C(C)O)C(=O)NCCC5=NC(=CS5)C6=NC(=CS6)C(=O)NCCC[S+](C)C)O. Cell line: MDA-MB-435. Drug 2: CCN(CC)CCCC(C)NC1=C2C=C(C=CC2=NC3=C1C=CC(=C3)Cl)OC. (6) Drug 1: CC12CCC(CC1=CCC3C2CCC4(C3CC=C4C5=CN=CC=C5)C)O. Drug 2: CNC(=O)C1=CC=CC=C1SC2=CC3=C(C=C2)C(=NN3)C=CC4=CC=CC=N4. Cell line: TK-10. Synergy scores: CSS=3.59, Synergy_ZIP=-0.903, Synergy_Bliss=2.06, Synergy_Loewe=0.354, Synergy_HSA=0.883. (7) Drug 1: CCC(=C(C1=CC=CC=C1)C2=CC=C(C=C2)OCCN(C)C)C3=CC=CC=C3.C(C(=O)O)C(CC(=O)O)(C(=O)O)O. Drug 2: CC(C)NC(=O)C1=CC=C(C=C1)CNNC.Cl. Cell line: OVCAR-4. Synergy scores: CSS=-0.647, Synergy_ZIP=6.43, Synergy_Bliss=1.85, Synergy_Loewe=-0.329, Synergy_HSA=0.185.